This data is from Forward reaction prediction with 1.9M reactions from USPTO patents (1976-2016). The task is: Predict the product of the given reaction. (1) Given the reactants [CH3:1][O:2][C:3]1[CH:8]=[CH:7][CH:6]=[CH:5][C:4]=1[NH:9][C:10](=[O:16])[O:11][C:12]([CH3:15])([CH3:14])[CH3:13].[Li]C(C)(C)C.[Cl:22][C:23]1[CH:24]=[CH:25][C:26]([C:29](OCC)=[O:30])=[N:27][CH:28]=1.O, predict the reaction product. The product is: [Cl:22][C:23]1[CH:24]=[CH:25][C:26]([C:29]([C:5]2[CH:6]=[CH:7][CH:8]=[C:3]([O:2][CH3:1])[C:4]=2[NH:9][C:10](=[O:16])[O:11][C:12]([CH3:13])([CH3:15])[CH3:14])=[O:30])=[N:27][CH:28]=1. (2) Given the reactants C(NC(C)C)(C)C.[Li]CCCC.[Cl:13][C:14]1[N:19]=[CH:18][C:17]([C:20]([N:22]([CH:26]([CH3:28])[CH3:27])[CH:23]([CH3:25])[CH3:24])=[O:21])=[CH:16][CH:15]=1.CN([CH:32]=[O:33])C, predict the reaction product. The product is: [Cl:13][C:14]1[N:19]=[CH:18][C:17]([C:20]([N:22]([CH:26]([CH3:28])[CH3:27])[CH:23]([CH3:24])[CH3:25])=[O:21])=[C:16]([CH:32]=[O:33])[CH:15]=1. (3) Given the reactants Cl[C:2]1[CH:3]=[C:4]([CH:8]=[CH:9][N:10]=1)[C:5]([OH:7])=[O:6].[NH:11]1[CH2:16][CH2:15][O:14][CH2:13][CH2:12]1.[CH:17](O)(C)C, predict the reaction product. The product is: [O:14]1[CH2:15][CH2:16][N:11]([C:2]2[CH:3]=[C:4]([CH:8]=[CH:9][N:10]=2)[C:5]([O:7][CH3:17])=[O:6])[CH2:12][CH2:13]1. (4) Given the reactants Cl[C:2]1[N:7]=[C:6]([C:8]2[N:12]3[CH:13]=[CH:14][CH:15]=[CH:16][C:11]3=[N:10][C:9]=2[C:17]2[CH:18]=[CH:19][C:20]([O:34][CH3:35])=[C:21]([CH:33]=2)[C:22]([NH:24][C:25]2[C:30]([F:31])=[CH:29][CH:28]=[CH:27][C:26]=2[F:32])=[O:23])[CH:5]=[CH:4][N:3]=1.[CH3:36][C:37]1[C:38]([N:46]2[CH2:51][CH2:50][N:49]([CH2:52][CH2:53][S:54]([CH3:57])(=[O:56])=[O:55])[CH2:48][CH2:47]2)=[CH:39][C:40]([O:44][CH3:45])=[C:41]([CH:43]=1)[NH2:42].C1(C)C=CC(S(O)(=O)=O)=CC=1.C[O-].[Na+], predict the reaction product. The product is: [F:32][C:26]1[CH:27]=[CH:28][CH:29]=[C:30]([F:31])[C:25]=1[NH:24][C:22](=[O:23])[C:21]1[CH:33]=[C:17]([C:9]2[N:10]=[C:11]3[CH:16]=[CH:15][CH:14]=[CH:13][N:12]3[C:8]=2[C:6]2[CH:5]=[CH:4][N:3]=[C:2]([NH:42][C:41]3[CH:43]=[C:37]([CH3:36])[C:38]([N:46]4[CH2:51][CH2:50][N:49]([CH2:52][CH2:53][S:54]([CH3:57])(=[O:56])=[O:55])[CH2:48][CH2:47]4)=[CH:39][C:40]=3[O:44][CH3:45])[N:7]=2)[CH:18]=[CH:19][C:20]=1[O:34][CH3:35]. (5) The product is: [NH2:21][C:17]1[CH:16]=[C:15]2[C:20]([C:12]([NH:11][C:8]([CH:5]3[CH2:6][CH2:7][N:2]([CH3:1])[CH2:3][CH2:4]3)=[O:9])=[N:13][NH:14]2)=[CH:19][CH:18]=1. Given the reactants [CH3:1][N:2]1[CH2:7][CH2:6][CH:5]([C:8](Cl)=[O:9])[CH2:4][CH2:3]1.[NH2:11][C:12]1[C:20]2[C:15](=[CH:16][C:17]([NH2:21])=[CH:18][CH:19]=2)[NH:14][N:13]=1, predict the reaction product.